Predict the product of the given reaction. From a dataset of Forward reaction prediction with 1.9M reactions from USPTO patents (1976-2016). Given the reactants [Cl:1][C:2]1[N:7]=[C:6]([C:8]2[S:12][C:11]([C:13]([CH3:16])([CH3:15])[CH3:14])=[N:10][C:9]=2[C:17]2[CH:18]=[CH:19][C:20]([F:24])=[C:21]([CH:23]=2)[NH2:22])[CH:5]=[CH:4][N:3]=1.N1C=CC=CC=1.[F:31][C:32]1[CH:37]=[CH:36][CH:35]=[C:34]([F:38])[C:33]=1[S:39](Cl)(=[O:41])=[O:40], predict the reaction product. The product is: [Cl:1][C:2]1[N:7]=[C:6]([C:8]2[S:12][C:11]([C:13]([CH3:16])([CH3:15])[CH3:14])=[N:10][C:9]=2[C:17]2[CH:18]=[CH:19][C:20]([F:24])=[C:21]([NH:22][S:39]([C:33]3[C:34]([F:38])=[CH:35][CH:36]=[CH:37][C:32]=3[F:31])(=[O:41])=[O:40])[CH:23]=2)[CH:5]=[CH:4][N:3]=1.